From a dataset of Cav3 T-type calcium channel HTS with 100,875 compounds. Binary Classification. Given a drug SMILES string, predict its activity (active/inactive) in a high-throughput screening assay against a specified biological target. (1) The drug is OC1C(C2C(C3C(C4(C(C5C(CC4)(CCC5C(C)=C)C(O)=O)CC3)C)(CC2)C)(C1C=O)C)(C)C. The result is 0 (inactive). (2) The molecule is Clc1nc2c(cc1CN(C1CCCCC1)C(=O)c1nccnc1)cc(cc2)C. The result is 0 (inactive). (3) The molecule is Clc1sc2c(n(c(c2)C(=O)NCCc2cc(OCC)c(OCC)cc2)C)c1. The result is 0 (inactive). (4) The compound is O1c2cc(CN(Cc3cc4c([nH]c3=O)cc(OC)c(OC)c4)C(=O)c3occc3)ccc2OC1. The result is 0 (inactive). (5) The compound is O1CCN(CC1)c1ccc(Nc2c3c(nc(c2)C)ccc(OC)c3)cc1. The result is 0 (inactive). (6) The result is 0 (inactive). The molecule is S1CCN=C1NC(=O)COc1cc(cc(c1)C)C. (7) The compound is s1c2c(nc1Nc1sc(c(n1)C)C(=O)C)c(OC)ccc2. The result is 0 (inactive). (8) The molecule is O=C(NC1C2CC3CC1CC(C2)C3)CCC. The result is 0 (inactive).